This data is from Full USPTO retrosynthesis dataset with 1.9M reactions from patents (1976-2016). The task is: Predict the reactants needed to synthesize the given product. (1) The reactants are: OS(O)(=O)=O.[CH2:6]([C:8]1[CH:9]=[C:10]([CH:14]=[CH:15][CH:16]=1)[C:11]([OH:13])=[O:12])[CH3:7].[CH3:17]O. Given the product [CH2:6]([C:8]1[CH:9]=[C:10]([CH:14]=[CH:15][CH:16]=1)[C:11]([O:13][CH3:17])=[O:12])[CH3:7], predict the reactants needed to synthesize it. (2) Given the product [CH3:39][O:38][C:29]1[CH:30]=[CH:31][C:32]2[C:33](=[O:37])[CH2:34][O:35][C:36]=2[C:28]=1[CH2:27][CH:4]([C:5](=[O:7])[CH3:6])[C:1](=[O:3])[CH3:2], predict the reactants needed to synthesize it. The reactants are: [C:1]([CH2:4][C:5](=[O:7])[CH3:6])(=[O:3])[CH3:2].[F-].C([N+](CCCC)(CCCC)CCCC)CCC.Br[CH2:27][C:28]1[C:36]2[O:35][CH2:34][C:33](=[O:37])[C:32]=2[CH:31]=[CH:30][C:29]=1[O:38][CH3:39]. (3) Given the product [NH2:21][CH:18]1[CH2:17][CH2:16][N:15]([S:26]([NH:3][CH3:6])(=[O:28])=[O:27])[CH2:20][CH2:19]1, predict the reactants needed to synthesize it. The reactants are: C([N:3]([CH2:6]C)CC)C.C([N:15]1[CH2:20][CH2:19][CH:18]([NH:21]C(=O)[O-])[CH2:17][CH2:16]1)C1C=CC=CC=1.Cl[S:26](O)(=[O:28])=[O:27].